Dataset: Reaction yield outcomes from USPTO patents with 853,638 reactions. Task: Predict the reaction yield, written as a fraction of the theoretical maximum amount of product (1.0 means a 100% yield; for example, 0.34 means a 34% yield). (1) The reactants are C1C=CC(P(C2C=CC=CC=2)C2C=CC=CC=2)=CC=1.II.C(N(CC)CC)C.[NH2:29][C:30]1[C:31]([C:47]([NH:49][NH:50][C:51]([C:53]2[CH:54]=[C:55]3[C:60](=[CH:61][CH:62]=2)[CH2:59][N:58]([C:63]([O:65][C:66]([CH3:69])([CH3:68])[CH3:67])=[O:64])[CH2:57][CH2:56]3)=[O:52])=O)=[N:32][C:33]([C:36]2[CH:41]=[CH:40][N:39]=[C:38]([C:42]([C:45]#[N:46])([CH3:44])[CH3:43])[CH:37]=2)=[CH:34][N:35]=1. The catalyst is ClCCl. The product is [NH2:29][C:30]1[C:31]([C:47]2[O:52][C:51]([C:53]3[CH:54]=[C:55]4[C:60](=[CH:61][CH:62]=3)[CH2:59][N:58]([C:63]([O:65][C:66]([CH3:69])([CH3:68])[CH3:67])=[O:64])[CH2:57][CH2:56]4)=[N:50][N:49]=2)=[N:32][C:33]([C:36]2[CH:41]=[CH:40][N:39]=[C:38]([C:42]([C:45]#[N:46])([CH3:43])[CH3:44])[CH:37]=2)=[CH:34][N:35]=1. The yield is 1.00. (2) The yield is 0.770. The reactants are B([CH:2]1[CH2:7][CH2:6][CH2:5][CH2:4][CH2:3]1)[CH:2]1[CH2:7][CH2:6][CH2:5][CH2:4][CH2:3]1.C#CCCCC.[Zn](CC)CC.[Br:25][C:26]1[CH:33]=[CH:32][CH:31]=[CH:30][C:27]=1[CH:28]=[O:29]. The product is [Br:25][C:26]1[CH:33]=[CH:32][CH:31]=[CH:30][C:27]=1[C@@H:28]([OH:29])[CH:7]=[CH:2][CH2:3][CH2:4][CH2:5][CH3:6]. No catalyst specified. (3) The reactants are [N:1]1[CH:6]=[CH:5][CH:4]=[C:3]([CH:7]=O)[CH:2]=1.[C:9]([CH2:11][C:12]([NH:14][CH2:15][CH2:16][C:17]1[CH:22]=[CH:21][C:20]([O:23][CH2:24][O:25][CH3:26])=[CH:19][CH:18]=1)=[O:13])#[N:10]. The catalyst is N1CCCCC1.C(O)C. The product is [C:9]([C:11](=[CH:7][C:3]1[CH:2]=[N:1][CH:6]=[CH:5][CH:4]=1)[C:12]([NH:14][CH2:15][CH2:16][C:17]1[CH:18]=[CH:19][C:20]([O:23][CH2:24][O:25][CH3:26])=[CH:21][CH:22]=1)=[O:13])#[N:10]. The yield is 0.640. (4) The reactants are [CH2:1]([N:3]1[C:7]([C:8]2[O:9][CH:10]=[CH:11][CH:12]=2)=[N:6][N:5]=[C:4]1[S:13][CH2:14][C:15]1[N:19]=[C:18]([C:20]2[CH:21]=[C:22]([CH:25]=[CH:26][C:27]=2F)[C:23]#[N:24])[O:17][N:16]=1)[CH3:2].[H-].[Na+].CN(C=[O:35])C. No catalyst specified. The product is [CH2:1]([N:3]1[C:7]([C:8]2[O:9][CH:10]=[CH:11][CH:12]=2)=[N:6][N:5]=[C:4]1[S:13][CH2:14][C:15]1[N:19]=[C:18]([C:20]2[CH:21]=[C:22]([CH:25]=[CH:26][C:27]=2[OH:35])[C:23]#[N:24])[O:17][N:16]=1)[CH3:2]. The yield is 0.410. (5) The reactants are [I:8][CH2:7][C:6](O[C:6](=[O:9])[CH2:7][I:8])=[O:9].[NH2:10][C:11]1[CH:19]=[CH:18][C:14]([C:15]([OH:17])=[O:16])=[CH:13][CH:12]=1. The catalyst is O1CCOCC1. The product is [I:8][CH2:7][C:6]([NH:10][C:11]1[CH:19]=[CH:18][C:14]([C:15]([OH:17])=[O:16])=[CH:13][CH:12]=1)=[O:9]. The yield is 0.720.